Task: Predict which catalyst facilitates the given reaction.. Dataset: Catalyst prediction with 721,799 reactions and 888 catalyst types from USPTO (1) Reactant: [Cl:1][C:2]1[C:11]2[C:6](=[CH:7][C:8]([O:14][CH3:15])=[C:9]([O:12][CH3:13])[CH:10]=2)[N:5]=[CH:4][CH:3]=1.[OH:16][C:17]1[CH:30]=[CH:29][CH:28]=[CH:27][C:18]=1[C:19]([C:21]1[CH:26]=[CH:25][CH:24]=[CH:23][CH:22]=1)=[O:20].[OH-].[Na+]. Product: [ClH:1].[CH3:13][O:12][C:9]1[CH:10]=[C:11]2[C:6](=[CH:7][C:8]=1[O:14][CH3:15])[N:5]=[CH:4][CH:3]=[C:2]2[O:16][C:17]1[CH:30]=[CH:29][CH:28]=[CH:27][C:18]=1[C:19]([C:21]1[CH:22]=[CH:23][CH:24]=[CH:25][CH:26]=1)=[O:20]. The catalyst class is: 22. (2) Reactant: FC(F)(F)C(O)=O.[NH2:8][CH2:9][C:10]#[C:11][C:12]1[CH:13]=[C:14]([C:32]([OH:41])([C:37]([F:40])([F:39])[F:38])[C:33]([F:36])([F:35])[F:34])[CH:15]=[CH:16][C:17]=1[N:18]1[CH2:23][CH2:22][N:21]([S:24]([C:27]2[S:28][CH:29]=[CH:30][CH:31]=2)(=[O:26])=[O:25])[CH2:20][CH2:19]1.C(N(C(C)C)CC)(C)C.[CH3:51][S:52](Cl)(=[O:54])=[O:53]. Product: [S:28]1[CH:29]=[CH:30][CH:31]=[C:27]1[S:24]([N:21]1[CH2:22][CH2:23][N:18]([C:17]2[CH:16]=[CH:15][C:14]([C:32]([OH:41])([C:37]([F:39])([F:40])[F:38])[C:33]([F:34])([F:35])[F:36])=[CH:13][C:12]=2[C:11]#[C:10][CH2:9][NH:8][S:52]([CH3:51])(=[O:54])=[O:53])[CH2:19][CH2:20]1)(=[O:26])=[O:25]. The catalyst class is: 2. (3) Reactant: O[CH2:2][C:3]1[CH:8]=[CH:7][C:6]([C@@H:9]([NH:11][C:12](=[O:18])[O:13][C:14]([CH3:17])([CH3:16])[CH3:15])[CH3:10])=[CH:5][CH:4]=1.CS([Cl:23])(=O)=O.C(N(CC)CC)C.CCOC(C)=O.CCCCCCC. Product: [Cl:23][CH2:2][C:3]1[CH:8]=[CH:7][C:6]([C@@H:9]([NH:11][C:12](=[O:18])[O:13][C:14]([CH3:17])([CH3:16])[CH3:15])[CH3:10])=[CH:5][CH:4]=1. The catalyst class is: 2. (4) Reactant: [O:1]=[C:2]1[N:6]([C@H:7]([C:9]2[CH:14]=[CH:13][CH:12]=[CH:11][CH:10]=2)[CH3:8])[CH2:5][CH:4]([C:15]([OH:17])=O)[CH2:3]1.C([N:20]([CH2:23]C)CC)C.Cl.CN[O:28][CH3:29].Cl.CN(C)CCCN=C=NCC. Product: [CH3:29][O:28][CH2:23][NH:20][C:15]([CH:4]1[CH2:3][C:2](=[O:1])[N:6]([C@H:7]([C:9]2[CH:10]=[CH:11][CH:12]=[CH:13][CH:14]=2)[CH3:8])[CH2:5]1)=[O:17]. The catalyst class is: 4. (5) Reactant: [NH2:1][C:2]1[C:11]2[N:12]=[C:13]([CH2:20][CH2:21][CH2:22][CH3:23])[N:14]([CH2:15][CH2:16][CH2:17][CH2:18][NH2:19])[C:10]=2[C:9]2[N:8]=[CH:7][CH:6]=[CH:5][C:4]=2[N:3]=1.C(N(CC)C(C)C)(C)C.Cl.[C:34](Cl)(=[O:41])[C:35]1[CH:40]=[CH:39][CH:38]=[N:37][CH:36]=1.ClCCl. Product: [NH2:1][C:2]1[C:11]2[N:12]=[C:13]([CH2:20][CH2:21][CH2:22][CH3:23])[N:14]([CH2:15][CH2:16][CH2:17][CH2:18][NH:19][C:34](=[O:41])[C:35]3[CH:40]=[CH:39][CH:38]=[N:37][CH:36]=3)[C:10]=2[C:9]2[N:8]=[CH:7][CH:6]=[CH:5][C:4]=2[N:3]=1. The catalyst class is: 83.